Dataset: Merck oncology drug combination screen with 23,052 pairs across 39 cell lines. Task: Regression. Given two drug SMILES strings and cell line genomic features, predict the synergy score measuring deviation from expected non-interaction effect. (1) Drug 2: C=CCn1c(=O)c2cnc(Nc3ccc(N4CCN(C)CC4)cc3)nc2n1-c1cccc(C(C)(C)O)n1. Cell line: OV90. Drug 1: COc1cccc2c1C(=O)c1c(O)c3c(c(O)c1C2=O)CC(O)(C(=O)CO)CC3OC1CC(N)C(O)C(C)O1. Synergy scores: synergy=-13.9. (2) Synergy scores: synergy=15.2. Cell line: SW620. Drug 1: CCC1=CC2CN(C1)Cc1c([nH]c3ccccc13)C(C(=O)OC)(c1cc3c(cc1OC)N(C)C1C(O)(C(=O)OC)C(OC(C)=O)C4(CC)C=CCN5CCC31C54)C2. Drug 2: Cn1c(=O)n(-c2ccc(C(C)(C)C#N)cc2)c2c3cc(-c4cnc5ccccc5c4)ccc3ncc21. (3) Drug 1: N#Cc1ccc(Cn2cncc2CN2CCN(c3cccc(Cl)c3)C(=O)C2)cc1. Drug 2: NC1(c2ccc(-c3nc4ccn5c(=O)[nH]nc5c4cc3-c3ccccc3)cc2)CCC1. Cell line: CAOV3. Synergy scores: synergy=60.5. (4) Drug 1: COc1cc(C2c3cc4c(cc3C(OC3OC5COC(C)OC5C(O)C3O)C3COC(=O)C23)OCO4)cc(OC)c1O. Drug 2: NC1(c2ccc(-c3nc4ccn5c(=O)[nH]nc5c4cc3-c3ccccc3)cc2)CCC1. Cell line: A2058. Synergy scores: synergy=23.8.